Dataset: Serine/threonine kinase 33 screen with 319,792 compounds. Task: Binary Classification. Given a drug SMILES string, predict its activity (active/inactive) in a high-throughput screening assay against a specified biological target. (1) The result is 0 (inactive). The molecule is O(n1c2c([n+]([O-])c(c1=O)C)cccc2)Cc1ccc(cc1)C(OC)=O. (2) The compound is Fc1ccc(CNC(=O)C(n2cccc2)Cc2ccccc2)cc1. The result is 0 (inactive).